From a dataset of Forward reaction prediction with 1.9M reactions from USPTO patents (1976-2016). Predict the product of the given reaction. (1) Given the reactants [I-].[C:2]([N:9]1[CH2:12][CH2:11][CH2:10]1)([O:4][C:5]([CH3:8])([CH3:7])[CH3:6])=[O:3].Br[C:14]1[CH:19]=[C:18]([F:20])[C:17]([NH2:21])=[C:16]([F:22])[CH:15]=1, predict the reaction product. The product is: [C:5]([O:4][C:2]([N:9]1[CH2:10][CH:11]([C:14]2[CH:19]=[C:18]([F:20])[C:17]([NH2:21])=[C:16]([F:22])[CH:15]=2)[CH2:12]1)=[O:3])([CH3:8])([CH3:7])[CH3:6]. (2) The product is: [OH:8][C:9]1[C:10](=[O:26])[CH:11]=[C:12]([CH2:16][C:17]([F:18])([F:19])[F:20])[N:13]([CH3:15])[CH:14]=1. Given the reactants C([O:8][C:9]1[C:10](=[O:26])[CH:11]=[C:12]([CH:16](OS(C)(=O)=O)[C:17]([F:20])([F:19])[F:18])[N:13]([CH3:15])[CH:14]=1)C1C=CC=CC=1.C(O)C, predict the reaction product.